Dataset: Catalyst prediction with 721,799 reactions and 888 catalyst types from USPTO. Task: Predict which catalyst facilitates the given reaction. (1) The catalyst class is: 12. Reactant: [NH2:1][C:2]([CH3:8])([CH3:7])[CH2:3][C:4]([OH:6])=[O:5].[OH-].[Na+].[C:11]([O:15][C:16](O[C:16]([O:15][C:11]([CH3:14])([CH3:13])[CH3:12])=[O:17])=[O:17])([CH3:14])([CH3:13])[CH3:12]. Product: [C:11]([O:15][C:16]([NH:1][C:2]([CH3:8])([CH3:7])[CH2:3][C:4]([OH:6])=[O:5])=[O:17])([CH3:14])([CH3:13])[CH3:12]. (2) Reactant: [NH2:1][C:2]1[N:7]=[C:6]([OH:8])[CH:5]=[C:4]([NH2:9])[N:3]=1.[O-]CC.[Na+].Br[CH2:15][C:16]([C:18]1[CH:23]=[CH:22][N:21]=[C:20]([Cl:24])[CH:19]=1)=O. Product: [NH2:1][C:2]1[NH:7][C:6](=[O:8])[C:5]2[CH:15]=[C:16]([C:18]3[CH:23]=[CH:22][N:21]=[C:20]([Cl:24])[CH:19]=3)[NH:9][C:4]=2[N:3]=1. The catalyst class is: 8. (3) Reactant: [F:1][C:2]1[CH:3]=[C:4]([CH:42]=[CH:43][CH:44]=1)[CH2:5][N:6]1[C:10]([CH3:11])=[C:9]([C:12]2[C:20]3[C:15](=[N:16][CH:17]=[C:18]([C:21]4[CH:22]=[N:23][C:24]([O:32]C)=[C:25]([NH:27][S:28]([CH3:31])(=[O:30])=[O:29])[CH:26]=4)[CH:19]=3)[N:14](C(OC(C)(C)C)=O)[CH:13]=2)[C:8]([CH3:41])=[N:7]1. Product: [F:1][C:2]1[CH:3]=[C:4]([CH:42]=[CH:43][CH:44]=1)[CH2:5][N:6]1[C:10]([CH3:11])=[C:9]([C:12]2[C:20]3[C:15](=[N:16][CH:17]=[C:18]([C:21]4[CH:26]=[C:25]([NH:27][S:28]([CH3:31])(=[O:29])=[O:30])[C:24]([OH:32])=[N:23][CH:22]=4)[CH:19]=3)[NH:14][CH:13]=2)[C:8]([CH3:41])=[N:7]1. The catalyst class is: 209. (4) Reactant: Br[CH2:2][C:3]([C:5]1[CH:14]=[CH:13][C:8]([C:9]([O:11][CH3:12])=[O:10])=[CH:7][CH:6]=1)=O.[NH2:15][C:16]([NH2:18])=[S:17].C(=O)([O-])[O-].[Na+].[Na+].O. Product: [NH2:18][C:16]1[S:17][CH:2]=[C:3]([C:5]2[CH:14]=[CH:13][C:8]([C:9]([O:11][CH3:12])=[O:10])=[CH:7][CH:6]=2)[N:15]=1. The catalyst class is: 32. (5) Reactant: [H-].[Al+3].[Li+].[H-].[H-].[H-].[CH:7]1([C:10]2[CH:11]=[CH:12][C:13]([C:18](OCC)=[O:19])=[N:14][C:15]=2[O:16][CH3:17])[CH2:9][CH2:8]1.[Cl-].[NH4+]. Product: [CH:7]1([C:10]2[CH:11]=[CH:12][C:13]([CH2:18][OH:19])=[N:14][C:15]=2[O:16][CH3:17])[CH2:9][CH2:8]1. The catalyst class is: 7. (6) Reactant: [CH2:1]([O:3][C:4]1[CH:5]=[C:6]([C:10]([O:18]C)(OC)[CH2:11][CH2:12][C:13]([O-:15])=O)[CH:7]=[CH:8][CH:9]=1)[CH3:2].[K+].ClC1C=C(Cl)C=C(Cl)C=1C(Cl)=O.[C:33]1([C:39]2[CH:44]=[C:43]([C:45]3[CH:50]=[CH:49][CH:48]=[CH:47][CH:46]=3)[N:42]=[C:41]([NH2:51])[CH:40]=2)[CH:38]=[CH:37][CH:36]=[CH:35][CH:34]=1.Cl. Product: [C:33]1([C:39]2[CH:44]=[C:43]([C:45]3[CH:50]=[CH:49][CH:48]=[CH:47][CH:46]=3)[N:42]=[C:41]([NH:51][C:13](=[O:15])[CH2:12][CH2:11][C:10]([C:6]3[CH:7]=[CH:8][CH:9]=[C:4]([O:3][CH2:1][CH3:2])[CH:5]=3)=[O:18])[CH:40]=2)[CH:38]=[CH:37][CH:36]=[CH:35][CH:34]=1. The catalyst class is: 531.